This data is from Forward reaction prediction with 1.9M reactions from USPTO patents (1976-2016). The task is: Predict the product of the given reaction. (1) Given the reactants [Cl:1][C:2]1[CH:22]=[C:21]([N+:23]([O-])=O)[CH:20]=[CH:19][C:3]=1[CH2:4][N:5]1[C:9]2=[N:10][C:11]([C:14]([O:16][CH3:17])=[O:15])=[CH:12][CH:13]=[C:8]2[N:7]=[C:6]1[CH3:18].C(O)(=O)C, predict the reaction product. The product is: [NH2:23][C:21]1[CH:20]=[CH:19][C:3]([CH2:4][N:5]2[C:9]3=[N:10][C:11]([C:14]([O:16][CH3:17])=[O:15])=[CH:12][CH:13]=[C:8]3[N:7]=[C:6]2[CH3:18])=[C:2]([Cl:1])[CH:22]=1. (2) Given the reactants Cl.C([O:4][C:5]([CH:7]1[CH2:12][CH:11]([CH3:13])[CH2:10][CH2:9][NH:8]1)=[O:6])C.[OH-].[Na+].[C:16](O[C:16]([O:18][C:19]([CH3:22])([CH3:21])[CH3:20])=[O:17])([O:18][C:19]([CH3:22])([CH3:21])[CH3:20])=[O:17].Cl, predict the reaction product. The product is: [C:19]([O:18][C:16]([N:8]1[CH2:9][CH2:10][CH:11]([CH3:13])[CH2:12][CH:7]1[C:5]([OH:4])=[O:6])=[O:17])([CH3:22])([CH3:21])[CH3:20]. (3) Given the reactants [Cl:1][C:2]1[CH:3]=[C:4]([CH:6]=[CH:7][C:8]=1[C:9]1[N:13]([CH3:14])[N:12]=[CH:11][N:10]=1)[NH2:5].[C:15](N1C=CN=C1)(N1C=CN=C1)=[S:16], predict the reaction product. The product is: [Cl:1][C:2]1[CH:3]=[C:4]([N:5]=[C:15]=[S:16])[CH:6]=[CH:7][C:8]=1[C:9]1[N:13]([CH3:14])[N:12]=[CH:11][N:10]=1. (4) Given the reactants [CH3:1][O:2][C:3](=[O:27])[CH2:4][O:5][C:6]1[CH:15]=[CH:14][C:13]([Cl:16])=[C:12]2[C:7]=1[C:8](Cl)=[C:9]([CH2:18][C:19]1[CH:24]=[CH:23][C:22]([Cl:25])=[CH:21][CH:20]=1)[C:10]([CH3:17])=[N:11]2.Cl, predict the reaction product. The product is: [CH3:1][O:2][C:3](=[O:27])[CH2:4][O:5][C:6]1[CH:15]=[CH:14][C:13]([Cl:16])=[C:12]2[C:7]=1[CH:8]=[C:9]([CH2:18][C:19]1[CH:20]=[CH:21][C:22]([Cl:25])=[CH:23][CH:24]=1)[C:10]([CH3:17])=[N:11]2. (5) Given the reactants [CH:1]([C:4]1[CH:9]=[CH:8][CH:7]=[C:6]([CH:10]([CH3:12])[CH3:11])[C:5]=1[N:13]=[C:14]([C:16]1[CH:17]=[CH:18][C:19]2[C:20]3[CH:21]=[CH:22][CH:23]=[C:24]4[C:38]=3[C:28]([C:29]3[C:34]=2[C:33]=1[C:32]([C:35]([OH:37])=[O:36])=[CH:31][CH:30]=3)=[CH:27][CH:26]=[C:25]4[C:39]#[C:40][CH2:41][CH2:42][CH2:43][CH2:44]OS(C1C=CC(C)=CC=1)(=O)=O)[OH:15])([CH3:3])[CH3:2].[N-:56]=[N+:57]=[N-:58].[Na+], predict the reaction product. The product is: [CH:1]([C:4]1[CH:9]=[CH:8][CH:7]=[C:6]([CH:10]([CH3:12])[CH3:11])[C:5]=1[N:13]=[C:14]([C:16]1[CH:17]=[CH:18][C:19]2[C:20]3[CH:21]=[CH:22][CH:23]=[C:24]4[C:38]=3[C:28]([C:29]3[C:34]=2[C:33]=1[C:32]([C:35]([OH:37])=[O:36])=[CH:31][CH:30]=3)=[CH:27][CH:26]=[C:25]4[C:39]#[C:40][CH2:41][CH2:42][CH2:43][CH2:44][N:56]=[N+:57]=[N-:58])[OH:15])([CH3:3])[CH3:2]. (6) Given the reactants [Cl:1][C:2]1[CH:3]=[C:4]([O:8][C:9]2[CH:10]=[C:11]([CH:14]=[C:15]([N+:17]([O-])=O)[CH:16]=2)[C:12]#[N:13])[CH:5]=[N:6][CH:7]=1.O.C([O-])([O-])=O.[Na+].[Na+], predict the reaction product. The product is: [NH2:17][C:15]1[CH:14]=[C:11]([CH:10]=[C:9]([O:8][C:4]2[CH:5]=[N:6][CH:7]=[C:2]([Cl:1])[CH:3]=2)[CH:16]=1)[C:12]#[N:13]. (7) Given the reactants [CH2:1]([O:3][C:4](=[O:27])[C:5]([N:7]([CH2:19][C:20]1[CH:25]=[CH:24][C:23]([NH2:26])=[CH:22][CH:21]=1)[CH2:8][C:9]1[CH:14]=[CH:13][C:12]([C:15]([F:18])([F:17])[F:16])=[CH:11][CH:10]=1)=[O:6])[CH3:2].[C:28](Cl)(=[O:42])[CH2:29][CH2:30][CH2:31][CH2:32][CH2:33][CH2:34][CH2:35]/[CH:36]=[CH:37]\[CH2:38][CH2:39][CH2:40][CH3:41].Cl, predict the reaction product. The product is: [O:6]=[C:5]([N:7]([CH2:19][C:20]1[CH:21]=[CH:22][C:23]([NH:26][C:28](=[O:42])[CH2:29][CH2:30][CH2:31][CH2:32][CH2:33][CH2:34][CH2:35]/[CH:36]=[CH:37]\[CH2:38][CH2:39][CH2:40][CH3:41])=[CH:24][CH:25]=1)[CH2:8][C:9]1[CH:10]=[CH:11][C:12]([C:15]([F:16])([F:17])[F:18])=[CH:13][CH:14]=1)[C:4]([O:3][CH2:1][CH3:2])=[O:27]. (8) Given the reactants [F:1][C:2]1[C:3]([OH:11])=[C:4]([CH:8]=[CH:9][CH:10]=1)[C:5]([OH:7])=O.[NH2:12]/[C:13](/[CH3:32])=[C:14](/[CH2:27][CH2:28][CH:29]([CH3:31])[CH3:30])\[C:15]([NH:17][CH2:18][CH2:19][C:20]1[CH:25]=[CH:24][CH:23]=[C:22]([F:26])[CH:21]=1)=[O:16].C(Cl)CCl.C1C=CC2N(O)N=NC=2C=1, predict the reaction product. The product is: [F:1][C:2]1[C:3]([OH:11])=[C:4]([CH:8]=[CH:9][CH:10]=1)[C:5]([NH:12]/[C:13](/[CH3:32])=[C:14](\[C:15]([NH:17][CH2:18][CH2:19][C:20]1[CH:25]=[CH:24][CH:23]=[C:22]([F:26])[CH:21]=1)=[O:16])/[CH2:27][CH2:28][CH:29]([CH3:31])[CH3:30])=[O:7]. (9) Given the reactants [C:1]([O:5][C:6](=[O:23])[NH:7][CH2:8][CH2:9][C@H:10]([NH:15][C:16]([O:18][C:19]([CH3:22])([CH3:21])[CH3:20])=[O:17])[CH2:11][N:12]=[N+]=[N-])([CH3:4])([CH3:3])[CH3:2], predict the reaction product. The product is: [C:1]([O:5][C:6](=[O:23])[NH:7][CH2:8][CH2:9][C@H:10]([NH:15][C:16]([O:18][C:19]([CH3:22])([CH3:21])[CH3:20])=[O:17])[CH2:11][NH2:12])([CH3:4])([CH3:3])[CH3:2].